Dataset: Reaction yield outcomes from USPTO patents with 853,638 reactions. Task: Predict the reaction yield, written as a fraction of the theoretical maximum amount of product (1.0 means a 100% yield; for example, 0.34 means a 34% yield). (1) The reactants are [CH3:1][N:2]([CH3:28])[C:3]([CH:5]1[CH2:14][C:13]2[N:15]([CH3:19])[C:16]([CH3:18])=[N:17][C:12]=2[C:11]2[NH:10][C@H:9]([C:20]3[CH:25]=[CH:24][CH:23]=[CH:22][CH:21]=3)[C@@H:8]([OH:26])[C:7](=[O:27])[C:6]1=2)=[O:4].CS(O)(=O)=O.[C:34](OC(=O)C)(=[O:36])[CH3:35]. No catalyst specified. The product is [CH3:28][N:2]([CH3:1])[C:3]([CH:5]1[CH2:14][C:13]2[N:15]([CH3:19])[C:16]([CH3:18])=[N:17][C:12]=2[C:11]2[NH:10][C@H:9]([C:20]3[CH:25]=[CH:24][CH:23]=[CH:22][CH:21]=3)[C@@H:8]([O:26][C:34](=[O:36])[CH3:35])[C:7](=[O:27])[C:6]1=2)=[O:4]. The yield is 0.750. (2) The reactants are [C:1]([NH:4][C:5]1[C:6]([N+:21]([O-])=O)=[C:7]([C:12](/[CH:15]=[CH:16]/[C:17]([O:19][CH3:20])=[O:18])=[CH:13][CH:14]=1)[C:8]([O:10][CH3:11])=[O:9])(=[O:3])[CH3:2]. The catalyst is CO.[C].[Pd]. The product is [C:1]([NH:4][C:5]1[C:6]([NH2:21])=[C:7]([C:12]([CH2:15][CH2:16][C:17]([O:19][CH3:20])=[O:18])=[CH:13][CH:14]=1)[C:8]([O:10][CH3:11])=[O:9])(=[O:3])[CH3:2]. The yield is 0.820. (3) The reactants are [CH2:1]([O:3][C:4](=[O:23])[CH2:5][N:6]1[C:10]([C:11]([O:13][CH2:14][CH3:15])=[O:12])=[C:9]([OH:16])[C:8]([OH:17])=[C:7]1[C:18]([O:20][CH2:21][CH3:22])=[O:19])[CH3:2].Br[CH2:25][CH2:26][CH2:27]Br.C(=O)([O-])[O-].[K+].[K+].CN(C)C=O. The catalyst is O. The product is [CH2:1]([O:3][C:4](=[O:23])[CH2:5][N:6]1[C:7]([C:18]([O:20][CH2:21][CH3:22])=[O:19])=[C:8]2[O:17][CH2:25][CH2:26][CH2:27][O:16][C:9]2=[C:10]1[C:11]([O:13][CH2:14][CH3:15])=[O:12])[CH3:2]. The yield is 0.800.